Dataset: Reaction yield outcomes from USPTO patents with 853,638 reactions. Task: Predict the reaction yield, written as a fraction of the theoretical maximum amount of product (1.0 means a 100% yield; for example, 0.34 means a 34% yield). (1) The reactants are [NH:1]1[C:9]2[C:4](=[CH:5][C:6]([C:10]([N:12]3[CH2:18][C:17]4([CH3:20])[CH2:19][CH:13]3[CH2:14][C:15]([CH3:22])([CH3:21])[CH2:16]4)=[O:11])=[CH:7][CH:8]=2)[CH:3]=[CH:2]1.[CH2:23]([N:25]1[C:29](=[O:30])[CH:28]=[CH:27][C:26]1=[O:31])[CH3:24]. The catalyst is C(O)(=O)C. The product is [CH2:23]([N:25]1[C:29](=[O:30])[CH2:28][CH:27]([C:3]2[C:4]3[C:9](=[CH:8][CH:7]=[C:6]([C:10]([N:12]4[CH2:18][C:17]5([CH3:20])[CH2:19][CH:13]4[CH2:14][C:15]([CH3:22])([CH3:21])[CH2:16]5)=[O:11])[CH:5]=3)[NH:1][CH:2]=2)[C:26]1=[O:31])[CH3:24]. The yield is 0.180. (2) The reactants are [Cl:1][C:2]1[CH:11]=[C:10]2[C:5]([CH:6]=[CH:7][C:8](/[CH:12]=[CH:13]/[C:14]3[CH:19]=[CH:18][CH:17]=[C:16](C4CO4)[CH:15]=3)=[N:9]2)=[CH:4][CH:3]=1.[CH:23]1([CH2:26]O)[CH2:25][CH2:24]1.[C:28](=[O:31])([O-])[O-:29].[Na+].[Na+].Cl[CH2:35]Cl. No catalyst specified. The product is [Cl:1][C:2]1[CH:11]=[C:10]2[C:5]([CH:6]=[CH:7][C:8](/[CH:12]=[CH:13]/[C:14]3[CH:15]=[C:16]([CH:26]([CH:23]4[CH2:24][CH2:25]4)[CH:28]([O:31][CH3:35])[OH:29])[CH:17]=[CH:18][CH:19]=3)=[N:9]2)=[CH:4][CH:3]=1. The yield is 0.405. (3) The reactants are Cl[C:2]1[C:11]2[C:6](=[C:7]([I:15])[CH:8]=[C:9]([N+:12]([O-:14])=[O:13])[CH:10]=2)[N:5]=[CH:4][C:3]=1[C:16]#[N:17].[Cl:18][C:19]1[CH:20]=[C:21]([NH2:26])[CH:22]=[CH:23][C:24]=1[F:25]. The catalyst is CCO. The product is [Cl:18][C:19]1[CH:20]=[C:21]([NH:26][C:2]2[C:11]3[C:6](=[C:7]([I:15])[CH:8]=[C:9]([N+:12]([O-:14])=[O:13])[CH:10]=3)[N:5]=[CH:4][C:3]=2[C:16]#[N:17])[CH:22]=[CH:23][C:24]=1[F:25]. The yield is 1.00. (4) The reactants are C([NH:8][C:9]([NH:11]C1C=NN(CC2C(C)=NOC=2C)C=1)=[O:10])C1C=CC=CC=1.[C:25](=[O:30])=[N:26][C:27](Cl)=[O:28]. The catalyst is C1COCC1. The product is [NH:26]1[C:27](=[O:28])[NH:11][C:9](=[O:10])[NH:8][C:25]1=[O:30]. The yield is 0.930. (5) The reactants are [CH3:1][O:2][C:3]1[CH:4]=[C:5]2[C:10](=[CH:11][C:12]=1[O:13][CH3:14])[N:9]=[CH:8][N:7]=[C:6]2[O:15][C:16]1[CH:17]=[C:18]([CH:20]=[CH:21][CH:22]=1)[NH2:19].[C:23]([C:27]1[CH:28]=[C:29]([NH:33][C:34](=O)[O:35]C2C=CC=CC=2)[CH:30]=[CH:31][CH:32]=1)([CH3:26])([CH3:25])[CH3:24]. No catalyst specified. The product is [C:23]([C:27]1[CH:28]=[C:29]([NH:33][C:34]([NH:19][C:18]2[CH:20]=[CH:21][CH:22]=[C:16]([O:15][C:6]3[C:5]4[C:10](=[CH:11][C:12]([O:13][CH3:14])=[C:3]([O:2][CH3:1])[CH:4]=4)[N:9]=[CH:8][N:7]=3)[CH:17]=2)=[O:35])[CH:30]=[CH:31][CH:32]=1)([CH3:26])([CH3:24])[CH3:25]. The yield is 0.580. (6) The yield is 0.820. The product is [CH2:21]([N:9]1[C:10]2[C:15](=[CH:14][CH:13]=[C:12]([O:19][CH3:20])[CH:11]=2)[C:16]([C:17]#[N:18])=[C:8]1[C:5]1[CH:4]=[CH:3][C:2]([NH:1][C:24]2[C:33]3[C:28](=[CH:29][CH:30]=[CH:31][CH:32]=3)[N:27]=[C:26]([C:34]3[CH:39]=[CH:38][CH:37]=[CH:36][CH:35]=3)[N:25]=2)=[CH:7][CH:6]=1)[CH3:22]. The reactants are [NH2:1][C:2]1[CH:7]=[CH:6][C:5]([C:8]2[N:9]([CH2:21][CH3:22])[C:10]3[C:15]([C:16]=2[C:17]#[N:18])=[CH:14][CH:13]=[C:12]([O:19][CH3:20])[CH:11]=3)=[CH:4][CH:3]=1.Cl[C:24]1[C:33]2[C:28](=[CH:29][CH:30]=[CH:31][CH:32]=2)[N:27]=[C:26]([C:34]2[CH:39]=[CH:38][CH:37]=[CH:36][CH:35]=2)[N:25]=1.C(N(C(C)C)CC)(C)C. The catalyst is C(O)C. (7) The reactants are [Cl:1][C:2]1[CH:7]=[CH:6][C:5]([C:8]2[S:12][C:11]([C:13]([OH:15])=O)=[CH:10][C:9]=2[CH2:16][C:17]([O:19][CH:20]([CH3:22])C)=[O:18])=[CH:4][CH:3]=1.C(Cl)CCl.C1C=CC2N(O)N=[N:33][C:31]=2[CH:32]=1.C(N(CC)CC)C.C[O:45][C:46]1C=C(C=C[CH:52]=1)N. The catalyst is CN(C)C=O.C(OCC)(=O)C. The product is [Cl:1][C:2]1[CH:3]=[CH:4][C:5]([C:8]2[S:12][C:11]([C:13]([N:33]3[CH2:31][CH2:32][O:45][CH2:46][CH2:52]3)=[O:15])=[CH:10][C:9]=2[CH2:16][C:17]([O:19][CH2:20][CH3:22])=[O:18])=[CH:6][CH:7]=1. The yield is 0.800. (8) The reactants are [C:1]([O:5][C:6]([N:8]1[CH2:11][CH:10]([N:12]2[CH:16]=[C:15]([C:17](O)=[O:18])[C:14]([C:20]3[CH:25]=[CH:24][C:23]([O:26][C:27]4[CH:32]=[CH:31][CH:30]=[CH:29][CH:28]=4)=[CH:22][CH:21]=3)=[N:13]2)[CH2:9]1)=[O:7])([CH3:4])([CH3:3])[CH3:2].[NH4+].[Cl-].C[N:36](C(ON1N=NC2C=CC=NC1=2)=[N+](C)C)C.F[P-](F)(F)(F)(F)F.CCN(C(C)C)C(C)C. The catalyst is CN(C=O)C. The product is [C:1]([O:5][C:6]([N:8]1[CH2:11][CH:10]([N:12]2[CH:16]=[C:15]([C:17](=[O:18])[NH2:36])[C:14]([C:20]3[CH:25]=[CH:24][C:23]([O:26][C:27]4[CH:32]=[CH:31][CH:30]=[CH:29][CH:28]=4)=[CH:22][CH:21]=3)=[N:13]2)[CH2:9]1)=[O:7])([CH3:2])([CH3:3])[CH3:4]. The yield is 0.820.